From a dataset of Forward reaction prediction with 1.9M reactions from USPTO patents (1976-2016). Predict the product of the given reaction. (1) Given the reactants ClC1C=C(C=CC=1)C(OO)=[O:6].[CH3:12][O:13][C:14]1[CH:19]=[CH:18][C:17]([C@H:20]2[C@H:25]([O:26][CH2:27][CH:28]=[C:29]3[CH2:34][CH2:33][O:32][CH2:31][CH2:30]3)[CH2:24][N:23]([C:35]([O:37][CH2:38][C:39]3[CH:44]=[CH:43][CH:42]=[CH:41][CH:40]=3)=[O:36])[CH2:22][C@@H:21]2[O:45][CH2:46][C:47]2[CH:48]=[CH:49][C:50]3[O:55][CH2:54][C:53](=[O:56])[N:52]([CH2:57][CH2:58][CH2:59][O:60][CH3:61])[C:51]=3[CH:62]=2)=[CH:16][CH:15]=1, predict the reaction product. The product is: [O:6]1[C:29]2([CH2:34][CH2:33][O:32][CH2:31][CH2:30]2)[CH:28]1[CH2:27][O:26][C@H:25]1[C@H:20]([C:17]2[CH:16]=[CH:15][C:14]([O:13][CH3:12])=[CH:19][CH:18]=2)[C@@H:21]([O:45][CH2:46][C:47]2[CH:48]=[CH:49][C:50]3[O:55][CH2:54][C:53](=[O:56])[N:52]([CH2:57][CH2:58][CH2:59][O:60][CH3:61])[C:51]=3[CH:62]=2)[CH2:22][N:23]([C:35]([O:37][CH2:38][C:39]2[CH:44]=[CH:43][CH:42]=[CH:41][CH:40]=2)=[O:36])[CH2:24]1. (2) Given the reactants [NH2:1][C:2]1[N:20]=[C:5]2[C:6]([C:11]3[CH:12]=[CH:13][C:14]([F:19])=[C:15]([CH:18]=3)[C:16]#[N:17])=[CH:7][C:8]([CH3:10])=[CH:9][N:4]2[N:3]=1.Br[C:22]1[CH:27]=[CH:26][C:25]([N:28]2[CH:32]=[C:31]([CH3:33])[N:30]=[CH:29]2)=[C:24]([O:34][CH3:35])[CH:23]=1.C(Cl)Cl, predict the reaction product. The product is: [F:19][C:14]1[CH:13]=[CH:12][C:11]([C:6]2[C:5]3[N:4]([N:3]=[C:2]([NH:1][C:22]4[CH:27]=[CH:26][C:25]([N:28]5[CH:32]=[C:31]([CH3:33])[N:30]=[CH:29]5)=[C:24]([O:34][CH3:35])[CH:23]=4)[N:20]=3)[CH:9]=[C:8]([CH3:10])[CH:7]=2)=[CH:18][C:15]=1[C:16]#[N:17]. (3) Given the reactants O[C:2]1[C:10]([C:11]([O:13][CH3:14])=[O:12])=[C:9]2[N:5]([CH2:6][CH2:7][CH2:8]2)[C:4](=[O:15])[CH:3]=1.P(Cl)(Cl)([Cl:18])=O.CN(C)C1C=CC=CC=1, predict the reaction product. The product is: [Cl:18][C:2]1[C:10]([C:11]([O:13][CH3:14])=[O:12])=[C:9]2[N:5]([CH2:6][CH2:7][CH2:8]2)[C:4](=[O:15])[CH:3]=1. (4) Given the reactants [C:1]([C:3]1[CH:8]=[CH:7][C:6]([CH2:9][CH2:10][C:11]([O:13][CH3:14])=[O:12])=[CH:5][CH:4]=1)#[CH:2].I[C:16]1[CH:21]=[CH:20][C:19]([CH3:22])=[CH:18][CH:17]=1, predict the reaction product. The product is: [C:19]1([CH3:22])[CH:20]=[CH:21][C:16]([C:2]#[C:1][C:3]2[CH:8]=[CH:7][C:6]([CH2:9][CH2:10][C:11]([O:13][CH3:14])=[O:12])=[CH:5][CH:4]=2)=[CH:17][CH:18]=1. (5) Given the reactants [CH2:1]([O:3][C:4](=[O:13])[CH2:5][CH:6]([CH:11]=O)[CH2:7][CH2:8][CH2:9][CH3:10])[CH3:2].Cl.[CH2:15]([O:22][NH2:23])[C:16]1[CH:21]=[CH:20][CH:19]=[CH:18][CH:17]=1.N1C=CC=CC=1, predict the reaction product. The product is: [CH2:1]([O:3][C:4](=[O:13])[CH2:5][CH:6]([CH:11]=[N:23][O:22][CH2:15][C:16]1[CH:21]=[CH:20][CH:19]=[CH:18][CH:17]=1)[CH2:7][CH2:8][CH2:9][CH3:10])[CH3:2]. (6) The product is: [F:11][C:12]1[CH:20]=[CH:19][C:15]([CH2:16][CH2:17][NH:18][C:21](=[O:28])[C:22]2[CH:27]=[CH:26][CH:25]=[CH:24][CH:23]=2)=[CH:14][CH:13]=1. Given the reactants C1C=NC2N(O)N=NC=2C=1.[F:11][C:12]1[CH:20]=[CH:19][C:15]([CH2:16][CH2:17][NH2:18])=[CH:14][CH:13]=1.[C:21](O)(=[O:28])[C:22]1[CH:27]=[CH:26][CH:25]=[CH:24][CH:23]=1.C(Cl)CCl, predict the reaction product. (7) Given the reactants BrN1C(=O)CCC1=O.C(O/[CH:14]=[CH:15]/[C:16]1[C:21]([Cl:22])=[CH:20][N:19]=[C:18]([Cl:23])[N:17]=1)CCC.[NH2:24][C:25]1[CH:30]=[CH:29][CH:28]=[CH:27][N:26]=1, predict the reaction product. The product is: [Cl:23][C:18]1[N:17]=[C:16]([C:15]2[N:26]3[CH:27]=[CH:28][CH:29]=[CH:30][C:25]3=[N:24][CH:14]=2)[C:21]([Cl:22])=[CH:20][N:19]=1. (8) Given the reactants Cl[C:2]1[N:7]=[C:6]([CH3:8])[C:5]([F:9])=[CH:4][N:3]=1.[CH3:10][C:11]1[CH:12]=[C:13]([NH2:26])[CH:14]=[C:15]([B:17]2[O:21][C:20]([CH3:23])([CH3:22])[C:19]([CH3:25])([CH3:24])[O:18]2)[CH:16]=1.CS(O)(=O)=O, predict the reaction product. The product is: [F:9][C:5]1[C:6]([CH3:8])=[N:7][C:2]([NH:26][C:13]2[CH:14]=[C:15]([B:17]3[O:21][C:20]([CH3:22])([CH3:23])[C:19]([CH3:25])([CH3:24])[O:18]3)[CH:16]=[C:11]([CH3:10])[CH:12]=2)=[N:3][CH:4]=1.